Dataset: Forward reaction prediction with 1.9M reactions from USPTO patents (1976-2016). Task: Predict the product of the given reaction. (1) The product is: [CH3:59][CH2:58][CH2:57][CH2:56][CH2:55][CH2:54][CH2:53][CH2:52][CH2:51][CH2:50][CH2:49][CH2:48][CH2:47][CH2:46][CH2:45][CH2:44][O:43][CH2:42][CH2:41][CH2:40][O:6][P:5]1([O:7][CH2:1][C@H:2]([CH2:9][N:10]2[C:15](=[O:16])[N:14]=[C:13]([NH2:17])[CH:12]=[CH:11]2)[O:3][CH2:4]1)=[O:8]. Given the reactants [CH2:1]1[O:7][P:5]([OH:8])(=[O:6])[CH2:4][O:3][C@H:2]1[CH2:9][N:10]1[C:15](=[O:16])[N:14]=[C:13]([NH2:17])[CH:12]=[CH:11]1.C1(NC(N2CCOCC2)=NC2CCCCC2)CCCCC1.Br[CH2:40][CH2:41][CH2:42][O:43][CH2:44][CH2:45][CH2:46][CH2:47][CH2:48][CH2:49][CH2:50][CH2:51][CH2:52][CH2:53][CH2:54][CH2:55][CH2:56][CH2:57][CH2:58][CH3:59], predict the reaction product. (2) Given the reactants [CH:1]1([CH2:4][O:5][C:6]2[CH:14]=[CH:13][C:9]3[O:10][CH2:11][O:12][C:8]=3[C:7]=2[C:15]2[C:16]3[NH:23][CH:22]=[C:21]([C:24](O)=[O:25])[C:17]=3[N:18]=[CH:19][N:20]=2)[CH2:3][CH2:2]1.CCN(C(C)C)C(C)C.[NH2:36][C@H:37]([CH2:67][C:68]1[CH:73]=[CH:72][C:71]([O:74][CH2:75][CH3:76])=[CH:70][CH:69]=1)[C:38]([N:40]1[CH2:45][CH2:44][CH:43]([N:46]2[N:55]=[C:54]([C:56]3[CH:61]=[CH:60][C:59]([O:62][CH3:63])=[C:58]([O:64][CH3:65])[CH:57]=3)[C@@H:53]3[C@@H:48]([CH2:49][CH2:50][CH2:51][CH2:52]3)[C:47]2=[O:66])[CH2:42][CH2:41]1)=[O:39].CCOC(C(C#N)=NOC(N1CCOCC1)=[N+](C)C)=O.F[P-](F)(F)(F)(F)F.C(=O)(O)[O-].[Na+], predict the reaction product. The product is: [CH:1]1([CH2:4][O:5][C:6]2[CH:14]=[CH:13][C:9]3[O:10][CH2:11][O:12][C:8]=3[C:7]=2[C:15]2[C:16]3[NH:23][CH:22]=[C:21]([C:24]([NH:36][C@H:37]([CH2:67][C:68]4[CH:69]=[CH:70][C:71]([O:74][CH2:75][CH3:76])=[CH:72][CH:73]=4)[C:38]([N:40]4[CH2:41][CH2:42][CH:43]([N:46]5[N:55]=[C:54]([C:56]6[CH:61]=[CH:60][C:59]([O:62][CH3:63])=[C:58]([O:64][CH3:65])[CH:57]=6)[C@@H:53]6[C@@H:48]([CH2:49][CH2:50][CH2:51][CH2:52]6)[C:47]5=[O:66])[CH2:44][CH2:45]4)=[O:39])=[O:25])[C:17]=3[N:18]=[CH:19][N:20]=2)[CH2:3][CH2:2]1. (3) The product is: [CH3:13][O:14][C:15]([C:17]1[CH:18]2[N:41]([C:60]([O:62][C:63]([CH3:64])([CH3:65])[CH3:66])=[O:61])[CH:21]([CH2:22][C:23]=1[C:24]1[CH:25]=[CH:26][C:27]([O:30][CH2:31][CH2:32][OH:33])=[CH:28][CH:29]=1)[CH2:20][CH2:19]2)=[O:16]. Given the reactants ClC(OC(Cl)C)=O.C([O-])(O)=O.[Na+].[CH3:13][O:14][C:15]([C:17]1[CH:18]2[N:41](C)[CH:21]([CH2:22][C:23]=1[C:24]1[CH:29]=[CH:28][C:27]([O:30][CH2:31][CH2:32][O:33][Si](C(C)(C)C)(C)C)=[CH:26][CH:25]=1)[CH2:20][CH2:19]2)=[O:16].CCN(C(C)C)C(C)C.[CH3:64][C:63]([O:62][C:60](O[C:60]([O:62][C:63]([CH3:66])([CH3:65])[CH3:64])=[O:61])=[O:61])([CH3:66])[CH3:65], predict the reaction product. (4) Given the reactants Cl[C:2]1[N:7]2[N:8]=[CH:9][CH:10]=[C:6]2[N:5]=[C:4]([NH:11][C:12](=[O:23])[C:13]2[CH:18]=[CH:17][C:16]([C:19]([OH:22])([CH3:21])[CH3:20])=[CH:15][CH:14]=2)[CH:3]=1.[S:24]1[CH:28]=[CH:27][C:26](B(O)O)=[CH:25]1.O1CCOCC1, predict the reaction product. The product is: [OH:22][C:19]([C:16]1[CH:17]=[CH:18][C:13]([C:12]([NH:11][C:4]2[CH:3]=[C:2]([C:26]3[CH:27]=[CH:28][S:24][CH:25]=3)[N:7]3[N:8]=[CH:9][CH:10]=[C:6]3[N:5]=2)=[O:23])=[CH:14][CH:15]=1)([CH3:21])[CH3:20]. (5) Given the reactants [Cl:1][C:2]1[N:7]=[CH:6][C:5](B(O)O)=[CH:4][CH:3]=1.[C:11]1(Br)[CH:16]=[CH:15][CH:14]=[CH:13][CH:12]=1.[O-]P([O-])([O-])=O.[K+].[K+].[K+], predict the reaction product. The product is: [Cl:1][C:2]1[CH:3]=[CH:4][C:5]([C:11]2[CH:16]=[CH:15][CH:14]=[CH:13][CH:12]=2)=[CH:6][N:7]=1. (6) Given the reactants [Br:1][C:2]1[N:7]=[C:6]([CH2:8][CH2:9][OH:10])[CH:5]=[CH:4][CH:3]=1.I[CH2:12][C:13]1[O:17][N:16]=[C:15]([CH3:18])[N:14]=1, predict the reaction product. The product is: [Br:1][C:2]1[CH:3]=[CH:4][CH:5]=[C:6]([CH2:8][CH2:9][O:10][CH2:12][C:13]2[O:17][N:16]=[C:15]([CH3:18])[N:14]=2)[N:7]=1.